Dataset: Catalyst prediction with 721,799 reactions and 888 catalyst types from USPTO. Task: Predict which catalyst facilitates the given reaction. Reactant: [C:1]1([NH:7][CH2:8][C:9]2[CH:16]=[CH:15][C:12]([CH:13]=O)=[CH:11][CH:10]=2)[CH:6]=[CH:5][CH:4]=[CH:3][CH:2]=1.[N+:17]([CH3:20])([O-:19])=[O:18].C([O-])(=O)C.[NH4+]. Product: [N+:17](/[CH:20]=[CH:13]/[C:12]1[CH:15]=[CH:16][C:9]([CH2:8][NH:7][C:1]2[CH:6]=[CH:5][CH:4]=[CH:3][CH:2]=2)=[CH:10][CH:11]=1)([O-:19])=[O:18]. The catalyst class is: 15.